From a dataset of Full USPTO retrosynthesis dataset with 1.9M reactions from patents (1976-2016). Predict the reactants needed to synthesize the given product. Given the product [CH3:1][C:2]1[N:7]=[C:6]2[C:11](=[O:12])[O:13][C:14](=[O:16])[C:5]2=[CH:4][CH:3]=1, predict the reactants needed to synthesize it. The reactants are: [CH3:1][C:2]1[N:7](C(O)=O)[CH:6]([C:11]([OH:13])=[O:12])[CH:5]=[CH:4][CH:3]=1.[C:14](O)(=[O:16])C.N1C=CC=CC=1.CCCCCC.